The task is: Predict the product of the given reaction.. This data is from Forward reaction prediction with 1.9M reactions from USPTO patents (1976-2016). (1) Given the reactants [Cl:1][C:2]1[CH:9]=[C:8]([N:10]([CH2:16][C:17]2[CH:22]=[CH:21][CH:20]=[CH:19][C:18]=2[Cl:23])[C@H:11]2[CH2:15][CH2:14][NH:13][CH2:12]2)[CH:7]=[CH:6][C:3]=1[C:4]#[N:5].[CH3:24][N:25]1[CH:29]=[C:28]([S:30](Cl)(=[O:32])=[O:31])[N:27]=[C:26]1[CH3:34], predict the reaction product. The product is: [Cl:1][C:2]1[CH:9]=[C:8]([N:10]([CH2:16][C:17]2[CH:22]=[CH:21][CH:20]=[CH:19][C:18]=2[Cl:23])[C@H:11]2[CH2:15][CH2:14][N:13]([S:30]([C:28]3[N:27]=[C:26]([CH3:34])[N:25]([CH3:24])[CH:29]=3)(=[O:32])=[O:31])[CH2:12]2)[CH:7]=[CH:6][C:3]=1[C:4]#[N:5]. (2) Given the reactants [NH2:1][C:2]1[S:3][C:4]([Br:11])=[C:5]([C:7](F)(F)F)[N:6]=1.[F:12][C:13]1[CH:21]=[CH:20][CH:19]=[C:18]([F:22])[C:14]=1[C:15](Cl)=[O:16].Cl, predict the reaction product. The product is: [Br:11][C:4]1[S:3][C:2]([NH:1][C:15](=[O:16])[C:14]2[C:13]([F:12])=[CH:21][CH:20]=[CH:19][C:18]=2[F:22])=[N:6][C:5]=1[CH3:7].